This data is from Full USPTO retrosynthesis dataset with 1.9M reactions from patents (1976-2016). The task is: Predict the reactants needed to synthesize the given product. Given the product [ClH:2].[C:37]([N:26]1[CH2:27][CH2:28][CH:23]([CH2:22][N:19]2[CH2:20][CH2:21][N:16]([S:13]([C:8]3[CH:7]=[CH:6][C:5]4[C:10](=[CH:11][CH:12]=[C:3]([Cl:2])[CH:4]=4)[CH:9]=3)(=[O:15])=[O:14])[CH2:17][C:18]2=[O:29])[CH2:24][CH2:25]1)(=[NH:38])[NH2:39], predict the reactants needed to synthesize it. The reactants are: Cl.[Cl:2][C:3]1[CH:4]=[C:5]2[C:10](=[CH:11][CH:12]=1)[CH:9]=[C:8]([S:13]([N:16]1[CH2:21][CH2:20][N:19]([CH2:22][CH:23]3[CH2:28][CH2:27][NH:26][CH2:25][CH2:24]3)[C:18](=[O:29])[CH2:17]1)(=[O:15])=[O:14])[CH:7]=[CH:6]2.S(O)(O)(=O)=O.CS[C:37](=[NH:39])[NH2:38].CSC(=N)N.C(N(CC)CC)C.O.